This data is from Full USPTO retrosynthesis dataset with 1.9M reactions from patents (1976-2016). The task is: Predict the reactants needed to synthesize the given product. (1) Given the product [C:1]([O:5][C:6](=[O:21])[NH:7][C:8]1[CH:13]=[C:12]([O:14][CH2:15][CH3:16])[C:11]([Cl:17])=[CH:10][C:9]=1[NH2:18])([CH3:2])([CH3:3])[CH3:4], predict the reactants needed to synthesize it. The reactants are: [C:1]([O:5][C:6](=[O:21])[NH:7][C:8]1[CH:13]=[C:12]([O:14][CH2:15][CH3:16])[C:11]([Cl:17])=[CH:10][C:9]=1[N+:18]([O-])=O)([CH3:4])([CH3:3])[CH3:2]. (2) The reactants are: I[C:2]1[CH:15]=[CH:14][CH:13]=[CH:12][C:3]=1[O:4][CH2:5][CH2:6][C:7]1[CH:11]=[CH:10][S:9][CH:8]=1.C(=O)([O-])[O-].[K+].[K+]. Given the product [S:9]1[C:8]2[C:2]3[CH:15]=[CH:14][CH:13]=[CH:12][C:3]=3[O:4][CH2:5][CH2:6][C:7]=2[CH:11]=[CH:10]1, predict the reactants needed to synthesize it. (3) Given the product [Cl:17][C:14]1[N:13]=[CH:12][C:11]([C:9]2([C:18]#[N:19])[CH2:8][CH2:7][C:6](=[O:20])[CH2:5][CH2:10]2)=[CH:16][CH:15]=1, predict the reactants needed to synthesize it. The reactants are: COC([CH:5]1[CH2:10][C:9]([C:18]#[N:19])([C:11]2[CH:12]=[N:13][C:14]([Cl:17])=[CH:15][CH:16]=2)[CH2:8][CH2:7][C:6]1=[O:20])=O.[Li+].[Cl-].